From a dataset of Catalyst prediction with 721,799 reactions and 888 catalyst types from USPTO. Predict which catalyst facilitates the given reaction. (1) Reactant: [F:1][C:2]1[CH:3]=[CH:4][C:5]([C:14]([NH:16][C:17]2[CH:18]=[N:19][N:20]([CH3:40])[C:21]=2[N:22]2[CH2:28][CH2:27][CH2:26][C@@H:25]([NH:29]C(=O)OCC3C=CC=CC=3)[CH2:24][CH2:23]2)=[O:15])=[N:6][C:7]=1[C:8]1[CH:13]=[CH:12][CH:11]=[CH:10][CH:9]=1.C1CC=CCC=1. Product: [NH2:29][C@@H:25]1[CH2:26][CH2:27][CH2:28][N:22]([C:21]2[N:20]([CH3:40])[N:19]=[CH:18][C:17]=2[NH:16][C:14](=[O:15])[C:5]2[CH:4]=[CH:3][C:2]([F:1])=[C:7]([C:8]3[CH:13]=[CH:12][CH:11]=[CH:10][CH:9]=3)[N:6]=2)[CH2:23][CH2:24]1. The catalyst class is: 63. (2) Reactant: [Br:1][C:2]1[CH:7]=[CH:6][C:5]([C@H:8]2[CH2:10][C@:9]2([NH:14][C:15]([C@@H:17]2[CH2:22][CH2:21][CH2:20][CH2:19][N:18]2[C:23]([O:25][C:26]([CH3:29])([CH3:28])[CH3:27])=[O:24])=[O:16])[C:11]([OH:13])=O)=[CH:4][CH:3]=1.C([N:32]1CCOCC1)C.CN(C(ON1N=NC2C=CC=CC1=2)=[N+](C)C)C.[B-](F)(F)(F)F.N. Product: [Br:1][C:2]1[CH:7]=[CH:6][C:5]([C@H:8]2[CH2:10][C@:9]2([NH:14][C:15]([C@@H:17]2[CH2:22][CH2:21][CH2:20][CH2:19][N:18]2[C:23]([O:25][C:26]([CH3:28])([CH3:29])[CH3:27])=[O:24])=[O:16])[C:11](=[O:13])[NH2:32])=[CH:4][CH:3]=1. The catalyst class is: 3. (3) Reactant: [NH2:1][CH:2]1[C:10]2[C:5](=[CH:6][CH:7]=[CH:8][CH:9]=2)[CH2:4][CH:3]1[NH:11][C:12]([C:14]1[NH:15][C:16]2[C:21]([CH:22]=1)=[CH:20][C:19]([Cl:23])=[CH:18][CH:17]=2)=[O:13].CCN(CC)CC.[F:31][C:32]([F:45])([F:44])[S:33](O[S:33]([C:32]([F:45])([F:44])[F:31])(=[O:35])=[O:34])(=[O:35])=[O:34].CCOC(C)=O. Product: [Cl:23][C:19]1[CH:20]=[C:21]2[C:16](=[CH:17][CH:18]=1)[NH:15][C:14]([C:12]([NH:11][CH:3]1[CH2:4][C:5]3[C:10](=[CH:9][CH:8]=[CH:7][CH:6]=3)[CH:2]1[NH:1][S:33]([C:32]([F:45])([F:44])[F:31])(=[O:35])=[O:34])=[O:13])=[CH:22]2. The catalyst class is: 2. (4) Reactant: [CH2:1]([O:3][C:4](=[O:19])[CH2:5][C:6]([NH:8][C:9]1[CH:14]=[CH:13][CH:12]=[CH:11][C:10]=1[S:15](=[O:18])(=[O:17])[NH2:16])=O)[CH3:2]. Product: [CH2:1]([O:3][C:4](=[O:19])[CH2:5][C:6]1[NH:8][C:9]2[CH:14]=[CH:13][CH:12]=[CH:11][C:10]=2[S:15](=[O:18])(=[O:17])[N:16]=1)[CH3:2]. The catalyst class is: 286. (5) Reactant: [Cl:1][C:2]1[CH:7]=[CH:6][C:5]([C:8]2([C:11]([N:13]([CH:27]3[CH2:29][CH2:28]3)[CH:14]3[CH2:19][CH2:18][N:17](C(OC(C)(C)C)=O)[CH2:16][CH2:15]3)=[O:12])[CH2:10][CH2:9]2)=[CH:4][CH:3]=1.[C:30]([OH:36])([C:32]([F:35])([F:34])[F:33])=[O:31]. Product: [F:33][C:32]([F:35])([F:34])[C:30]([OH:36])=[O:31].[Cl:1][C:2]1[CH:3]=[CH:4][C:5]([C:8]2([C:11]([N:13]([CH:27]3[CH2:28][CH2:29]3)[CH:14]3[CH2:19][CH2:18][NH:17][CH2:16][CH2:15]3)=[O:12])[CH2:9][CH2:10]2)=[CH:6][CH:7]=1. The catalyst class is: 2. (6) Reactant: C([N:4]1[C:12]2[C:7](=[CH:8][C:9]([N+:13]([O-:15])=[O:14])=[CH:10][CH:11]=2)[C:6](=[C:16](OCC)[C:17]2[CH:22]=[CH:21][CH:20]=[CH:19][CH:18]=2)[C:5]1=[O:26])(=O)C.[CH3:27][N:28]1[CH2:33][CH2:32][N:31]([CH2:34][C:35]2[CH:36]=[C:37]([CH:39]=[CH:40][CH:41]=2)[NH2:38])[CH2:30][CH2:29]1.[OH-].[Na+]. Product: [CH3:27][N:28]1[CH2:33][CH2:32][N:31]([CH2:34][C:35]2[CH:36]=[C:37]([NH:38]/[C:16](=[C:6]3\[C:5](=[O:26])[NH:4][C:12]4[C:7]\3=[CH:8][C:9]([N+:13]([O-:15])=[O:14])=[CH:10][CH:11]=4)/[C:17]3[CH:18]=[CH:19][CH:20]=[CH:21][CH:22]=3)[CH:39]=[CH:40][CH:41]=2)[CH2:30][CH2:29]1. The catalyst class is: 121. (7) Reactant: [OH:1][C:2]1[C:3]([CH3:27])=[C:4]2[C:9]([NH:10][C:11]3[CH:16]=[CH:15][C:14]([O:17][C:18]4[CH:23]=[CH:22][CH:21]=[CH:20][CH:19]=4)=[CH:13][CH:12]=3)=[C:8]([C:24]#[N:25])[CH:7]=[N:6][N:5]2[CH:26]=1.[O:28](S(C(F)(F)F)(=O)=O)[S:29]([C:32]([F:35])([F:34])[F:33])(=O)=[O:30]. Product: [C:24]([C:8]1[CH:7]=[N:6][N:5]2[CH:26]=[C:2]([O:1][S:29]([C:32]([F:35])([F:34])[F:33])(=[O:30])=[O:28])[C:3]([CH3:27])=[C:4]2[C:9]=1[NH:10][C:11]1[CH:12]=[CH:13][C:14]([O:17][C:18]2[CH:23]=[CH:22][CH:21]=[CH:20][CH:19]=2)=[CH:15][CH:16]=1)#[N:25]. The catalyst class is: 91.